Predict the reaction yield, written as a fraction of the theoretical maximum amount of product (1.0 means a 100% yield; for example, 0.34 means a 34% yield). From a dataset of Reaction yield outcomes from USPTO patents with 853,638 reactions. (1) The yield is 0.960. No catalyst specified. The reactants are [C:1]([C:5]1[C:13]2[O:12][CH:11]([CH2:14][NH2:15])[CH2:10][C:9]=2[CH:8]=[CH:7][CH:6]=1)([CH3:4])([CH3:3])[CH3:2].C(N(C(C)C)CC)(C)C.Cl[C:26]([O:28][CH2:29][C:30]1[CH:35]=[CH:34][CH:33]=[CH:32][CH:31]=1)=[O:27].C1(C2C3OC(CNC(=O)OCC4C=CC=CC=4)CC=3C=CC=2)CCCC1. The product is [C:1]([C:5]1[C:13]2[O:12][CH:11]([CH2:14][NH:15][C:26](=[O:27])[O:28][CH2:29][C:30]3[CH:35]=[CH:34][CH:33]=[CH:32][CH:31]=3)[CH2:10][C:9]=2[CH:8]=[CH:7][CH:6]=1)([CH3:4])([CH3:2])[CH3:3]. (2) The reactants are [NH2:1][C:2]1[CH:9]=[CH:8][CH:7]=[C:6]([N+:10]([O-:12])=[O:11])[C:3]=1[CH2:4][OH:5].[C:13](N1C=CN=C1)(N1C=CN=C1)=[O:14]. The catalyst is C1COCC1.C(OCC)(=O)C. The product is [N+:10]([C:6]1[C:3]2[CH2:4][O:5][C:13](=[O:14])[NH:1][C:2]=2[CH:9]=[CH:8][CH:7]=1)([O-:12])=[O:11]. The yield is 0.640. (3) The catalyst is CO. The yield is 0.690. The reactants are [C:1]([C:5]1[CH:6]=[C:7]([NH:26][C:27]([NH:29][C@@H:30]2[C:39]3[C:34](=[CH:35][CH:36]=[CH:37][CH:38]=3)[C@H:33]([O:40][C:41]3[CH:42]=[CH:43][C:44]4[N:45]([C:47]([N:50]5[CH2:55][CH2:54][O:53][CH2:52][C@@H:51]5[CH3:56])=[N:48][N:49]=4)[CH:46]=3)[CH2:32][CH2:31]2)=[O:28])[N:8]([C:10]2[CH:15]=[CH:14][CH:13]=[C:12]([O:16][CH2:17][CH2:18][O:19]C3CCCCO3)[CH:11]=2)[N:9]=1)([CH3:4])([CH3:3])[CH3:2].C1(C)C=CC(S([O-])(=O)=O)=CC=1.[NH+]1C=CC=CC=1.O.C([O-])(O)=O.[Na+]. The product is [C:1]([C:5]1[CH:6]=[C:7]([NH:26][C:27]([NH:29][C@@H:30]2[C:39]3[C:34](=[CH:35][CH:36]=[CH:37][CH:38]=3)[C@H:33]([O:40][C:41]3[CH:42]=[CH:43][C:44]4[N:45]([C:47]([N:50]5[CH2:55][CH2:54][O:53][CH2:52][C@@H:51]5[CH3:56])=[N:48][N:49]=4)[CH:46]=3)[CH2:32][CH2:31]2)=[O:28])[N:8]([C:10]2[CH:15]=[CH:14][CH:13]=[C:12]([O:16][CH2:17][CH2:18][OH:19])[CH:11]=2)[N:9]=1)([CH3:4])([CH3:2])[CH3:3]. (4) The reactants are [CH3:1][O:2][CH2:3][CH2:4][O:5][C:6]1[CH:11]=[CH:10][N:9]2[C:12]([C:15]3[CH:24]=[CH:23][C:22]4[C:17](=[C:18]([OH:25])[CH:19]=[CH:20][CH:21]=4)[N:16]=3)=[N:13][N:14]=[C:8]2[CH:7]=1.C1(N([S:33]([C:36]([F:39])([F:38])[F:37])(=[O:35])=[O:34])[S:33]([C:36]([F:39])([F:38])[F:37])(=[O:35])=[O:34])C=CC=CC=1. The catalyst is C1COCC1.CN(C=O)C.O. The product is [F:37][C:36]([F:39])([F:38])[S:33]([O:25][C:18]1[CH:19]=[CH:20][CH:21]=[C:22]2[C:17]=1[N:16]=[C:15]([C:12]1[N:9]3[CH:10]=[CH:11][C:6]([O:5][CH2:4][CH2:3][O:2][CH3:1])=[CH:7][C:8]3=[N:14][N:13]=1)[CH:24]=[CH:23]2)(=[O:35])=[O:34]. The yield is 0.490. (5) The catalyst is C(Cl)Cl.FC(F)(F)C(O)=O. The reactants are C(OC([NH:8][CH2:9][CH:10]1[CH2:15][CH2:14][N:13]([CH2:16][C:17]2([C:22]([O:24][CH3:25])=[O:23])[CH2:21][CH2:20][CH2:19][CH2:18]2)[CH2:12][CH2:11]1)=O)(C)(C)C. The yield is 1.00. The product is [NH2:8][CH2:9][CH:10]1[CH2:15][CH2:14][N:13]([CH2:16][C:17]2([C:22]([O:24][CH3:25])=[O:23])[CH2:21][CH2:20][CH2:19][CH2:18]2)[CH2:12][CH2:11]1. (6) The reactants are [Cl:1][C:2]1[CH:3]=[C:4]([N:9]2[C:13](=[O:14])[C:12](=[O:15])[N:11]=[C:10]2SC)[CH:5]=[CH:6][C:7]=1[Cl:8].[CH:18]([NH:21][C:22]([NH:24][C:25]([O:27][C:28]([CH3:31])([CH3:30])[CH3:29])=[O:26])=[NH:23])([CH3:20])[CH3:19]. The catalyst is C(Cl)(Cl)Cl. The product is [Cl:1][C:2]1[CH:3]=[C:4]([N:9]2[C:13](=[O:14])[C:12](=[O:15])[NH:11][C:10]2=[N:23][C:22]([NH:21][CH:18]([CH3:20])[CH3:19])=[N:24][C:25]([O:27][C:28]([CH3:29])([CH3:30])[CH3:31])=[O:26])[CH:5]=[CH:6][C:7]=1[Cl:8]. The yield is 0.220.